This data is from Full USPTO retrosynthesis dataset with 1.9M reactions from patents (1976-2016). The task is: Predict the reactants needed to synthesize the given product. (1) The reactants are: Br[C:2]1[CH:3]=[C:4]([CH:8]2[O:12]CCO2)[S:5][C:6]=1[CH3:7].C([Li])CCC.[C:18](=[O:20])=[O:19].C(=O)([O-])O.[Na+]. Given the product [CH:8]([C:4]1[S:5][C:6]([CH3:7])=[C:2]([C:18]([OH:20])=[O:19])[CH:3]=1)=[O:12], predict the reactants needed to synthesize it. (2) Given the product [C:20]([Si:24]([CH3:26])([CH3:25])[O:11][CH2:10][CH2:9][S:8][C:6]1[N:7]=[C:2]([CH3:1])[C:3]([N+:12]([O-:14])=[O:13])=[CH:4][CH:5]=1)([CH3:23])([CH3:22])[CH3:21], predict the reactants needed to synthesize it. The reactants are: [CH3:1][C:2]1[N:7]=[C:6]([S:8][CH2:9][CH2:10][OH:11])[CH:5]=[CH:4][C:3]=1[N+:12]([O-:14])=[O:13].N1C=CN=C1.[C:20]([Si:24](Cl)([CH3:26])[CH3:25])([CH3:23])([CH3:22])[CH3:21]. (3) Given the product [C:10]([O:14][C:15]([N:17]1[CH2:22][CH2:21][C:20]([C:2]2[CH:7]=[CH:6][C:5]([F:8])=[CH:4][C:3]=2[F:9])([OH:23])[CH2:19][CH2:18]1)=[O:16])([CH3:13])([CH3:11])[CH3:12], predict the reactants needed to synthesize it. The reactants are: Br[C:2]1[CH:7]=[CH:6][C:5]([F:8])=[CH:4][C:3]=1[F:9].[C:10]([O:14][C:15]([N:17]1[CH2:22][CH2:21][C:20](=[O:23])[CH2:19][CH2:18]1)=[O:16])([CH3:13])([CH3:12])[CH3:11].[Cl-].[NH4+]. (4) Given the product [CH3:1][S:2]([C:5]1[CH:10]=[CH:9][C:8]([C:11]2[N:12]=[CH:13][C:14]([O:17][CH:18]([CH:20]3[CH2:25][CH2:24][N:23]([C:26]([O:28][CH:29]([CH3:31])[CH3:30])=[O:27])[CH2:22][CH2:21]3)[CH3:19])=[N:15][CH:16]=2)=[CH:7][CH:6]=1)(=[O:4])=[O:3], predict the reactants needed to synthesize it. The reactants are: [CH3:1][S:2]([C:5]1[CH:10]=[CH:9][C:8]([C:11]2[N:12]=[CH:13][C:14]([O:17][CH:18]([CH:20]3[CH2:25][CH2:24][N:23]([C:26]([O:28][C:29](C)([CH3:31])[CH3:30])=[O:27])[CH2:22][CH2:21]3)[CH3:19])=[N:15][CH:16]=2)=[CH:7][CH:6]=1)(=[O:4])=[O:3].C(O)(C(F)(F)F)=O.C(N(C(C)C)CC)(C)C.ClC(OC(C)C)=O.